From a dataset of Forward reaction prediction with 1.9M reactions from USPTO patents (1976-2016). Predict the product of the given reaction. (1) Given the reactants [O:1]1[C:5]2[CH:6]=[CH:7][C:8](B(O)O)=[CH:9][C:4]=2[O:3][CH2:2]1.Cl[C:14]1[N:19]=[C:18]([NH2:20])[N:17]=[C:16]([NH:21][CH3:22])[CH:15]=1, predict the reaction product. The product is: [O:1]1[C:5]2[CH:6]=[CH:7][C:8]([C:14]3[N:19]=[C:18]([NH2:20])[N:17]=[C:16]([NH:21][CH3:22])[CH:15]=3)=[CH:9][C:4]=2[O:3][CH2:2]1. (2) Given the reactants [Cl:1][C:2]1[CH:10]=[C:9]2[C:5]([C:6]([C:12]3[N:13]=[C:14]4[C:20]([C:21](O)=[O:22])=[CH:19][N:18]([CH2:24][O:25][CH2:26][CH2:27][Si:28]([CH3:31])([CH3:30])[CH3:29])[C:15]4=[N:16][CH:17]=3)=[N:7][N:8]2[CH3:11])=[C:4]([F:32])[CH:3]=1.F[B-](F)(F)F.[N:38]1(OC(N(C)C)=[N+](C)C)[C:42]2[CH:43]=CC=C[C:41]=2N=N1.C(N(CC)C(C)C)(C)C.C(N)(C)C, predict the reaction product. The product is: [CH:42]([NH:38][C:21]([C:20]1[C:14]2[C:15](=[N:16][CH:17]=[C:12]([C:6]3[C:5]4[C:9](=[CH:10][C:2]([Cl:1])=[CH:3][C:4]=4[F:32])[N:8]([CH3:11])[N:7]=3)[N:13]=2)[N:18]([CH2:24][O:25][CH2:26][CH2:27][Si:28]([CH3:30])([CH3:31])[CH3:29])[CH:19]=1)=[O:22])([CH3:43])[CH3:41]. (3) The product is: [F:10][C:9]([F:12])([F:11])[O:8][C:4]1[CH:3]=[C:2]([N:13]2[CH:17]=[C:16]([CH2:18][C:19]([O:21][CH3:22])=[O:20])[N:15]=[CH:14]2)[CH:7]=[CH:6][CH:5]=1. Given the reactants Br[C:2]1[CH:7]=[CH:6][CH:5]=[C:4]([O:8][C:9]([F:12])([F:11])[F:10])[CH:3]=1.[NH:13]1[CH:17]=[C:16]([CH2:18][C:19]([O:21][CH3:22])=[O:20])[N:15]=[CH:14]1.N1C=CC=CC=1C(O)=O.C([O-])([O-])=O.[Cs+].[Cs+], predict the reaction product. (4) The product is: [F:44][C:41]1([F:43])[CH2:42][CH:40]1[CH2:39][N:38]1[C:33]2[C:34](=[N:35][C:30]([C:7]3[CH2:8][CH:9]4[CH2:13][N:12]([C:14]([O:16][C:17]([CH3:18])([CH3:19])[CH3:20])=[O:15])[CH2:11][CH:10]4[CH:21]=3)=[CH:31][CH:32]=2)[N:36]([CH3:46])[C:37]1=[O:45]. Given the reactants FC(F)(F)S(O[C:7]1[CH2:8][CH:9]2[CH2:13][N:12]([C:14]([O:16][C:17]([CH3:20])([CH3:19])[CH3:18])=[O:15])[CH2:11][CH:10]2[CH:21]=1)(=O)=O.C([O-])(=O)C.[K+].Cl[C:30]1[N:35]=[C:34]2[N:36]([CH3:46])[C:37](=[O:45])[N:38]([CH2:39][CH:40]3[CH2:42][C:41]3([F:44])[F:43])[C:33]2=[CH:32][CH:31]=1.C([O-])([O-])=O.[Cs+].[Cs+], predict the reaction product.